Dataset: Forward reaction prediction with 1.9M reactions from USPTO patents (1976-2016). Task: Predict the product of the given reaction. (1) Given the reactants [N+:1]([C:4]1[CH:5]=[C:6]([CH2:10][C:11]([CH3:13])=[O:12])[CH:7]=[CH:8][CH:9]=1)([O-:3])=[O:2].[CH2:14](O)[CH2:15][OH:16].CCCCCC, predict the reaction product. The product is: [CH3:13][C:11]1([CH2:10][C:6]2[CH:7]=[CH:8][CH:9]=[C:4]([N+:1]([O-:3])=[O:2])[CH:5]=2)[O:16][CH2:15][CH2:14][O:12]1. (2) Given the reactants [CH3:1][C:2]1[CH:7]=[C:6]([CH3:8])[N:5]=[C:4]([CH2:9][OH:10])[CH:3]=1, predict the reaction product. The product is: [CH3:1][C:2]1[CH:7]=[C:6]([CH3:8])[N:5]=[C:4]([CH:9]=[O:10])[CH:3]=1. (3) Given the reactants [CH:1]1[C:11]2[CH2:10][CH2:9][C:8]3[CH:12]=[CH:13][CH:14]=[CH:15][C:7]=3[N:6]([C:16](Cl)=[O:17])[C:5]=2[CH:4]=[CH:3][CH:2]=1.[CH2:19]([NH2:26])[C:20]1[CH:25]=[CH:24][CH:23]=[CH:22][CH:21]=1, predict the reaction product. The product is: [CH2:19]([NH:26][C:16]([N:6]1[C:5]2[CH:4]=[CH:3][CH:2]=[CH:1][C:11]=2[CH2:10][CH2:9][C:8]2[CH:12]=[CH:13][CH:14]=[CH:15][C:7]1=2)=[O:17])[C:20]1[CH:25]=[CH:24][CH:23]=[CH:22][CH:21]=1. (4) Given the reactants [CH2:1]([O:3][C:4]1[C:9]([C:10]([F:13])([F:12])[F:11])=[CH:8][C:7]([N+:14]([O-])=O)=[CH:6][N:5]=1)[CH3:2].O.O.[Sn](Cl)Cl.C([O-])(O)=O.[Na+], predict the reaction product. The product is: [CH2:1]([O:3][C:4]1[N:5]=[CH:6][C:7]([NH2:14])=[CH:8][C:9]=1[C:10]([F:13])([F:11])[F:12])[CH3:2]. (5) Given the reactants [Cl:1][C:2]1[CH:16]=[CH:15][CH:14]=[CH:13][C:3]=1[CH2:4]P(=O)(OCC)OCC.[H-].[Na+].[F:19][C:20]1[CH:25]=[C:24]([F:26])[CH:23]=[CH:22][C:21]=1[C:27](=O)[CH3:28], predict the reaction product. The product is: [Cl:1][C:2]1[CH:16]=[CH:15][CH:14]=[CH:13][C:3]=1[CH:4]=[C:27]([C:21]1[CH:22]=[CH:23][C:24]([F:26])=[CH:25][C:20]=1[F:19])[CH3:28]. (6) The product is: [CH2:13]1[CH:4]2[CH2:5][O:6][C:7]3[CH:12]=[CH:11][CH:10]=[CH:9][C:8]=3[CH2:2][N:3]2[CH2:16][CH2:15][N:14]1[C:17]([O:19][C:20]([CH3:23])([CH3:22])[CH3:21])=[O:18]. Given the reactants O=[C:2]1[C:8]2[CH:9]=[CH:10][CH:11]=[CH:12][C:7]=2[O:6][CH2:5][CH:4]2[CH2:13][N:14]([C:17]([O:19][C:20]([CH3:23])([CH3:22])[CH3:21])=[O:18])[CH2:15][CH2:16][N:3]12.B.O1CCCC1.CO.[OH-].[Na+], predict the reaction product. (7) Given the reactants [F:1][C:2]([F:8])([F:7])[C:3]1([NH2:6])[CH2:5][CH2:4]1.C(N(C(C)C)CC)(C)C.[C:18]1(=[O:24])[O:23][C:21](=[O:22])[CH2:20][CH2:19]1, predict the reaction product. The product is: [O:24]=[C:18]([NH:6][C:3]1([C:2]([F:8])([F:7])[F:1])[CH2:5][CH2:4]1)[CH2:19][CH2:20][C:21]([OH:23])=[O:22]. (8) Given the reactants O1CCCCC1ONC(C1(S(C2C=CC(C3C=CC(CCC(F)(F)C(F)(F)F)=CC=3)=CC=2)(=O)=O)CCN(C2CC2)CC1)=O.O1CCCCC1[O:50][NH:51][C:52]([C:54]1([S:62]([C:65]2[CH:70]=[CH:69][C:68]([C:71]3[CH:76]=[N:75][C:74]([CH2:77][CH2:78][C:79]([F:85])([F:84])[C:80]([F:83])([F:82])[F:81])=[CH:73][N:72]=3)=[CH:67][CH:66]=2)(=[O:64])=[O:63])[CH2:59][CH2:58][N:57]([CH2:60][CH3:61])[CH2:56][CH2:55]1)=[O:53].[ClH:86], predict the reaction product. The product is: [ClH:86].[ClH:86].[CH2:60]([N:57]1[CH2:58][CH2:59][C:54]([S:62]([C:65]2[CH:70]=[CH:69][C:68]([C:71]3[CH:76]=[N:75][C:74]([CH2:77][CH2:78][C:79]([F:85])([F:84])[C:80]([F:83])([F:82])[F:81])=[CH:73][N:72]=3)=[CH:67][CH:66]=2)(=[O:64])=[O:63])([C:52]([NH:51][OH:50])=[O:53])[CH2:55][CH2:56]1)[CH3:61]. (9) Given the reactants Cl[C:2]1[C:7]([Cl:8])=[CH:6][C:5]([C:9]([F:12])([F:11])[F:10])=[CH:4][N:3]=1.[CH:13]1([CH2:19][NH:20][S:21]([C:24]2[CH:33]=[CH:32][C:27]([C:28]([O:30][CH3:31])=[O:29])=[CH:26][CH:25]=2)(=[O:23])=[O:22])[CH2:18][CH2:17][CH2:16][CH2:15][CH2:14]1, predict the reaction product. The product is: [Cl:8][C:7]1[C:2]([N:20]([CH2:19][CH:13]2[CH2:18][CH2:17][CH2:16][CH2:15][CH2:14]2)[S:21]([C:24]2[CH:33]=[CH:32][C:27]([C:28]([O:30][CH3:31])=[O:29])=[CH:26][CH:25]=2)(=[O:23])=[O:22])=[N:3][CH:4]=[C:5]([C:9]([F:12])([F:11])[F:10])[CH:6]=1. (10) Given the reactants Br[CH2:2][C:3]1[C:12]2[C:7](=[CH:8][CH:9]=[CH:10][CH:11]=2)[N:6]=[C:5](Cl)[CH:4]=1.[CH2:14]([N:16]([CH2:19]C)CC)[CH3:15].[C:21](=[O:24])(O)[O-].[Na+].C(#[N:28])C, predict the reaction product. The product is: [O:24]1[CH2:21][CH2:19][N:16]([CH2:2][C:3]2[C:12]3[C:7](=[CH:8][CH:9]=[CH:10][CH:11]=3)[N:6]=[C:5]([NH2:28])[CH:4]=2)[CH2:14][CH2:15]1.